This data is from Reaction yield outcomes from USPTO patents with 853,638 reactions. The task is: Predict the reaction yield, written as a fraction of the theoretical maximum amount of product (1.0 means a 100% yield; for example, 0.34 means a 34% yield). (1) The reactants are CC(C)([O-])C.[Na+].CC1(C)C2C(=C(P(C3C=CC=CC=3)C3C=CC=CC=3)C=CC=2)OC2C(P(C3C=CC=CC=3)C3C=CC=CC=3)=CC=CC1=2.Br[C:50]1[CH:51]=[C:52]2[C:58]([C:59]([F:71])([F:70])[C:60]3[CH:61]=[C:62]4[C:67](=[CH:68][CH:69]=3)[N:66]=[CH:65][CH:64]=[CH:63]4)=[N:57][O:56][C:53]2=[N:54][CH:55]=1.[CH:72]1([NH2:76])[CH2:75][CH2:74][CH2:73]1. The catalyst is C1(C)C=CC=CC=1.ClCCl.C1C=CC(/C=C/C(/C=C/C2C=CC=CC=2)=O)=CC=1.C1C=CC(/C=C/C(/C=C/C2C=CC=CC=2)=O)=CC=1.C1C=CC(/C=C/C(/C=C/C2C=CC=CC=2)=O)=CC=1.[Pd].[Pd]. The product is [CH:72]1([NH:76][C:50]2[CH:51]=[C:52]3[C:58]([C:59]([F:71])([F:70])[C:60]4[CH:61]=[C:62]5[C:67](=[CH:68][CH:69]=4)[N:66]=[CH:65][CH:64]=[CH:63]5)=[N:57][O:56][C:53]3=[N:54][CH:55]=2)[CH2:75][CH2:74][CH2:73]1. The yield is 0.0500. (2) The reactants are [C:1]([O:5][C:6](=[O:18])[NH:7][CH2:8][C:9]([C:11]1[CH:16]=[CH:15][C:14](Br)=[CH:13][CH:12]=1)=[O:10])([CH3:4])([CH3:3])[CH3:2].[CH3:19][O:20][C:21](=[O:54])[NH:22][CH:23]([C:27]([N:29]1[CH2:33][CH2:32][CH2:31][CH:30]1[C:34]1[NH:35][C:36]([C:39]2[CH:44]=[CH:43][C:42](B3OC(C)(C)C(C)(C)O3)=[CH:41][CH:40]=2)=[CH:37][N:38]=1)=[O:28])[CH:24]([CH3:26])[CH3:25].C(=O)([O-])[O-].[K+].[K+].COCCOC. The catalyst is C1C=CC([P]([Pd]([P](C2C=CC=CC=2)(C2C=CC=CC=2)C2C=CC=CC=2)([P](C2C=CC=CC=2)(C2C=CC=CC=2)C2C=CC=CC=2)[P](C2C=CC=CC=2)(C2C=CC=CC=2)C2C=CC=CC=2)(C2C=CC=CC=2)C2C=CC=CC=2)=CC=1.O. The product is [CH3:19][O:20][C:21](=[O:54])[NH:22][CH:23]([C:27]([N:29]1[CH2:33][CH2:32][CH2:31][CH:30]1[C:34]1[NH:35][C:36]([C:39]2[CH:40]=[CH:41][C:42]([C:14]3[CH:15]=[CH:16][C:11]([C:9](=[O:10])[CH2:8][NH:7][C:6]([O:5][C:1]([CH3:4])([CH3:3])[CH3:2])=[O:18])=[CH:12][CH:13]=3)=[CH:43][CH:44]=2)=[CH:37][N:38]=1)=[O:28])[CH:24]([CH3:26])[CH3:25]. The yield is 0.440.